Dataset: Forward reaction prediction with 1.9M reactions from USPTO patents (1976-2016). Task: Predict the product of the given reaction. (1) Given the reactants [C:1]([NH:4][C:5]1[S:6][C:7]([C:11]2[CH:12]=[C:13]([S:17](Cl)(=[O:19])=[O:18])[S:14][C:15]=2[Br:16])=[C:8]([CH3:10])[N:9]=1)(=[O:3])[CH3:2].C(N(CC)CC)C.[CH3:28][N:29]1[CH2:34][CH2:33][CH:32]([NH2:35])[CH2:31][CH2:30]1, predict the reaction product. The product is: [Br:16][C:15]1[S:14][C:13]([S:17](=[O:19])(=[O:18])[NH:35][CH:32]2[CH2:33][CH2:34][N:29]([CH3:28])[CH2:30][CH2:31]2)=[CH:12][C:11]=1[C:7]1[S:6][C:5]([NH:4][C:1](=[O:3])[CH3:2])=[N:9][C:8]=1[CH3:10]. (2) Given the reactants C[O:2][C:3]1[C:4](/[CH:13]=[CH:14]/[C:15]2[N:20]=[C:19]([NH:21][CH:22]3[CH2:27][CH2:26][O:25][CH2:24][CH2:23]3)[CH:18]=[C:17]([N:28]3[CH2:32][CH2:31][CH2:30][CH2:29]3)[N:16]=2)=[N:5][C:6]2[C:11]([N:12]=1)=[CH:10][CH:9]=[CH:8][CH:7]=2.Cl.C(=O)(O)[O-].[Na+], predict the reaction product. The product is: [N:28]1([C:17]2[CH:18]=[C:19]([NH:21][CH:22]3[CH2:23][CH2:24][O:25][CH2:26][CH2:27]3)[N:20]=[C:15](/[CH:14]=[CH:13]/[C:4]3[C:3]([OH:2])=[N:12][C:11]4[C:6]([N:5]=3)=[CH:7][CH:8]=[CH:9][CH:10]=4)[N:16]=2)[CH2:29][CH2:30][CH2:31][CH2:32]1.